Dataset: HIV replication inhibition screening data with 41,000+ compounds from the AIDS Antiviral Screen. Task: Binary Classification. Given a drug SMILES string, predict its activity (active/inactive) in a high-throughput screening assay against a specified biological target. (1) The compound is O=C(O)CN1CCNCCN(CC(=O)O)CC1. The result is 0 (inactive). (2) The compound is Cc1nn(C2OC(CO)C(O)C(F)C2O)c(=O)[nH]c1=O. The result is 0 (inactive). (3) The drug is N=C(N)NN=C(c1ccc(F)cc1)C1CC1. The result is 0 (inactive). (4) The drug is O=c1cc(CCc2ccccc2)oc2c(O)ccc(O)c12. The result is 0 (inactive). (5) The drug is CCC1(O)C(=O)OCc2c1cc1n(c2=O)Cc2cc3cc4c(cc3nc2-1)OCO4. The result is 0 (inactive). (6) The compound is c1ccc(C2(c3ccccc3)OCCO2)cc1. The result is 0 (inactive).